From a dataset of NCI-60 drug combinations with 297,098 pairs across 59 cell lines. Regression. Given two drug SMILES strings and cell line genomic features, predict the synergy score measuring deviation from expected non-interaction effect. (1) Drug 1: CC12CCC3C(C1CCC2O)C(CC4=C3C=CC(=C4)O)CCCCCCCCCS(=O)CCCC(C(F)(F)F)(F)F. Drug 2: C#CCC(CC1=CN=C2C(=N1)C(=NC(=N2)N)N)C3=CC=C(C=C3)C(=O)NC(CCC(=O)O)C(=O)O. Cell line: IGROV1. Synergy scores: CSS=-1.95, Synergy_ZIP=0.277, Synergy_Bliss=-0.941, Synergy_Loewe=-1.73, Synergy_HSA=-2.40. (2) Drug 1: C1CC(C1)(C(=O)O)C(=O)O.[NH2-].[NH2-].[Pt+2]. Drug 2: C1CCC(C(C1)N)N.C(=O)(C(=O)[O-])[O-].[Pt+4]. Cell line: MALME-3M. Synergy scores: CSS=16.2, Synergy_ZIP=-5.05, Synergy_Bliss=-1.90, Synergy_Loewe=-1.63, Synergy_HSA=-1.09. (3) Synergy scores: CSS=1.28, Synergy_ZIP=1.09, Synergy_Bliss=5.36, Synergy_Loewe=-0.661, Synergy_HSA=0.971. Drug 2: C1=NC(=NC(=O)N1C2C(C(C(O2)CO)O)O)N. Cell line: SF-268. Drug 1: CC1=C(C=C(C=C1)NC2=NC=CC(=N2)N(C)C3=CC4=NN(C(=C4C=C3)C)C)S(=O)(=O)N.Cl. (4) Drug 1: COC1=NC(=NC2=C1N=CN2C3C(C(C(O3)CO)O)O)N. Drug 2: CS(=O)(=O)CCNCC1=CC=C(O1)C2=CC3=C(C=C2)N=CN=C3NC4=CC(=C(C=C4)OCC5=CC(=CC=C5)F)Cl. Cell line: SNB-19. Synergy scores: CSS=-8.65, Synergy_ZIP=2.12, Synergy_Bliss=-0.327, Synergy_Loewe=-7.51, Synergy_HSA=-7.03. (5) Drug 1: CCCCCOC(=O)NC1=NC(=O)N(C=C1F)C2C(C(C(O2)C)O)O. Drug 2: CS(=O)(=O)OCCCCOS(=O)(=O)C. Cell line: RPMI-8226. Synergy scores: CSS=23.8, Synergy_ZIP=-5.41, Synergy_Bliss=-4.27, Synergy_Loewe=16.4, Synergy_HSA=1.25. (6) Drug 1: CC1OCC2C(O1)C(C(C(O2)OC3C4COC(=O)C4C(C5=CC6=C(C=C35)OCO6)C7=CC(=C(C(=C7)OC)O)OC)O)O. Drug 2: COC1=CC(=CC(=C1O)OC)C2C3C(COC3=O)C(C4=CC5=C(C=C24)OCO5)OC6C(C(C7C(O6)COC(O7)C8=CC=CS8)O)O. Cell line: HCT116. Synergy scores: CSS=73.1, Synergy_ZIP=-0.388, Synergy_Bliss=-0.273, Synergy_Loewe=0.690, Synergy_HSA=5.41. (7) Drug 1: CC1=C2C(C(=O)C3(C(CC4C(C3C(C(C2(C)C)(CC1OC(=O)C(C(C5=CC=CC=C5)NC(=O)OC(C)(C)C)O)O)OC(=O)C6=CC=CC=C6)(CO4)OC(=O)C)OC)C)OC. Drug 2: C1=NC2=C(N1)C(=S)N=C(N2)N. Cell line: HS 578T. Synergy scores: CSS=54.5, Synergy_ZIP=1.68, Synergy_Bliss=0.854, Synergy_Loewe=-6.42, Synergy_HSA=4.53. (8) Drug 1: CC1C(C(=O)NC(C(=O)N2CCCC2C(=O)N(CC(=O)N(C(C(=O)O1)C(C)C)C)C)C(C)C)NC(=O)C3=C4C(=C(C=C3)C)OC5=C(C(=O)C(=C(C5=N4)C(=O)NC6C(OC(=O)C(N(C(=O)CN(C(=O)C7CCCN7C(=O)C(NC6=O)C(C)C)C)C)C(C)C)C)N)C. Drug 2: C1CN(CCN1C(=O)CCBr)C(=O)CCBr. Cell line: HS 578T. Synergy scores: CSS=20.7, Synergy_ZIP=-2.62, Synergy_Bliss=1.90, Synergy_Loewe=-0.0938, Synergy_HSA=4.00. (9) Drug 1: C1=C(C(=O)NC(=O)N1)N(CCCl)CCCl. Drug 2: CCC1(C2=C(COC1=O)C(=O)N3CC4=CC5=C(C=CC(=C5CN(C)C)O)N=C4C3=C2)O.Cl. Cell line: SK-OV-3. Synergy scores: CSS=15.6, Synergy_ZIP=-5.28, Synergy_Bliss=-3.34, Synergy_Loewe=-7.82, Synergy_HSA=-1.32.